This data is from Full USPTO retrosynthesis dataset with 1.9M reactions from patents (1976-2016). The task is: Predict the reactants needed to synthesize the given product. (1) The reactants are: [NH2:1][C:2]1[S:14][C:5]2[CH2:6][N:7]([C:9]([O:11][CH2:12][CH3:13])=[O:10])[CH2:8][C:4]=2[C:3]=1[C:15]([O:17]CC)=O.C([O-])=O.[NH4+].[CH:24]([NH2:26])=O. Given the product [O:17]=[C:15]1[NH:26][CH:24]=[N:1][C:2]2[S:14][C:5]3[CH2:6][N:7]([C:9]([O:11][CH2:12][CH3:13])=[O:10])[CH2:8][C:4]=3[C:3]1=2, predict the reactants needed to synthesize it. (2) Given the product [CH3:17][O:16][C:13]1[CH:12]=[CH:11][C:10]([CH2:9][N:4]2[CH2:3][C@@H:2]([NH2:1])[CH2:8][O:7][CH2:6][CH2:5]2)=[CH:15][CH:14]=1, predict the reactants needed to synthesize it. The reactants are: [NH2:1][C@H:2]1[CH2:8][O:7][CH2:6][CH2:5][N:4]([CH2:9][C:10]2[CH:15]=[CH:14][C:13]([O:16][CH3:17])=[CH:12][CH:11]=2)[C:3]1=O.CC(C[AlH]CC(C)C)C.O.[OH-].[Na+].